Dataset: Forward reaction prediction with 1.9M reactions from USPTO patents (1976-2016). Task: Predict the product of the given reaction. (1) Given the reactants CC1(C)C(C)(C)OB([C:9]2[CH:14]=[CH:13][N:12]=[C:11]3[N:15]([S:18]([C:21]4[CH:27]=[CH:26][C:24]([CH3:25])=[CH:23][CH:22]=4)(=[O:20])=[O:19])[CH:16]=[CH:17][C:10]=23)O1.Cl[C:30]1[N:35]=[C:34]([N:36]2[CH2:41][CH2:40][O:39][CH2:38][C@H:37]2[CH3:42])[CH:33]=[C:32]([C:43]2([S@:46]([CH3:49])(=[NH:48])=[O:47])[CH2:45][CH2:44]2)[N:31]=1.C(=O)([O-])[O-].[Na+].[Na+], predict the reaction product. The product is: [CH3:42][C@@H:37]1[CH2:38][O:39][CH2:40][CH2:41][N:36]1[C:34]1[CH:33]=[C:32]([C:43]2([S@:46]([CH3:49])(=[NH:48])=[O:47])[CH2:44][CH2:45]2)[N:31]=[C:30]([C:9]2[CH:14]=[CH:13][N:12]=[C:11]3[N:15]([S:18]([C:21]4[CH:22]=[CH:23][C:24]([CH3:25])=[CH:26][CH:27]=4)(=[O:19])=[O:20])[CH:16]=[CH:17][C:10]=23)[N:35]=1. (2) Given the reactants [F:1][C:2]1[CH:7]=[CH:6][C:5]([CH3:8])=[CH:4][C:3]=1[NH:9][C:10]1[N:15]2[N:16]=[CH:17][C:18]([C:19](O)=[O:20])=[C:14]2[N:13]=[CH:12][C:11]=1[C:22]([N:24]1[CH2:29][CH2:28][C:27]2([C:33]3[CH:34]=[CH:35][CH:36]=[CH:37][C:32]=3[O:31][CH2:30]2)[CH2:26][CH2:25]1)=[O:23].[CH:38]1([S:41]([NH2:44])(=[O:43])=[O:42])[CH2:40][CH2:39]1, predict the reaction product. The product is: [F:1][C:2]1[CH:7]=[CH:6][C:5]([CH3:8])=[CH:4][C:3]=1[NH:9][C:10]1[N:15]2[N:16]=[CH:17][C:18]([C:19]([NH:44][S:41]([CH:38]3[CH2:40][CH2:39]3)(=[O:43])=[O:42])=[O:20])=[C:14]2[N:13]=[CH:12][C:11]=1[C:22]([N:24]1[CH2:29][CH2:28][C:27]2([C:33]3[CH:34]=[CH:35][CH:36]=[CH:37][C:32]=3[O:31][CH2:30]2)[CH2:26][CH2:25]1)=[O:23]. (3) Given the reactants [NH2:1][S:2]([C:5]1[CH:10]=[CH:9][C:8]([N:11]2[C:15]([C:16]3[CH:21]=[CH:20][C:19]([CH3:22])=[CH:18][CH:17]=3)=[CH:14][C:13]([C:23](O)=[O:24])=[N:12]2)=[CH:7][CH:6]=1)(=[O:4])=[O:3].Br.Br[CH2:28][CH2:29][NH2:30].ON1C2C=CC=CC=2N=N1.C(N(CC)CC)C.Cl.C(N=C=NCCCN(C)C)C, predict the reaction product. The product is: [O:24]1[CH2:28][CH2:29][N:30]=[C:23]1[C:13]1[CH:14]=[C:15]([C:16]2[CH:17]=[CH:18][C:19]([CH3:22])=[CH:20][CH:21]=2)[N:11]([C:8]2[CH:7]=[CH:6][C:5]([S:2]([NH2:1])(=[O:4])=[O:3])=[CH:10][CH:9]=2)[N:12]=1. (4) Given the reactants [F:1][C:2]1[CH:7]=[C:6]([F:8])[CH:5]=[C:4]([F:9])[C:3]=1[CH:10]([C:16]([O:18]CC)=O)[C:11]([O:13]CC)=O.[NH2:21][C:22]1[CH:26]=[C:25]([CH3:27])[NH:24][N:23]=1.C(N(CCCC)CCCC)CCC, predict the reaction product. The product is: [CH3:27][C:25]1[CH:26]=[C:22]2[N:21]=[C:16]([OH:18])[C:10]([C:3]3[C:4]([F:9])=[CH:5][C:6]([F:8])=[CH:7][C:2]=3[F:1])=[C:11]([OH:13])[N:23]2[N:24]=1. (5) Given the reactants Cl[C:2]1[C:7]([C:8]([NH2:10])=[O:9])=[C:6]([NH:11][CH2:12][C:13]2[CH:18]=[CH:17][C:16]([Cl:19])=[CH:15][C:14]=2[Cl:20])[N:5]=[C:4]([S:21][CH3:22])[N:3]=1.[CH3:23][NH2:24], predict the reaction product. The product is: [Cl:20][C:14]1[CH:15]=[C:16]([Cl:19])[CH:17]=[CH:18][C:13]=1[CH2:12][NH:11][C:6]1[C:7]([C:8]([NH2:10])=[O:9])=[C:2]([NH:24][CH3:23])[N:3]=[C:4]([S:21][CH3:22])[N:5]=1. (6) Given the reactants CC1C=CC(S(O[CH2:12][C@H:13]2[CH2:25][O:24][C:16]3[CH:17]=[CH:18][C:19]4[N:20]=[CH:21][O:22][C:23]=4[C:15]=3[O:14]2)(=O)=O)=CC=1.[C:26]1([N:32]2[C:36]3([CH2:41][CH2:40][NH:39][CH2:38][CH2:37]3)[C:35](=[O:42])[NH:34][CH2:33]2)[CH:31]=[CH:30][CH:29]=[CH:28][CH:27]=1.[CH3:43]S(C)=O, predict the reaction product. The product is: [CH3:43][C:21]1[O:22][C:23]2=[C:15]3[C:16](=[CH:17][CH:18]=[C:19]2[N:20]=1)[O:24][CH2:25][CH:13]([CH2:12][N:39]1[CH2:38][CH2:37][C:36]2([N:32]([C:26]4[CH:27]=[CH:28][CH:29]=[CH:30][CH:31]=4)[CH2:33][NH:34][C:35]2=[O:42])[CH2:41][CH2:40]1)[O:14]3. (7) Given the reactants [Cl:1][C:2]1[CH:7]=[CH:6][CH:5]=[C:4]([Cl:8])[C:3]=1[NH:9][C:10]([NH:12][C:13]1[S:14][C:15]([CH:21]([CH3:23])[CH3:22])=[CH:16][C:17]=1[C:18]([OH:20])=O)=[O:11].CN(C(ON1N=NC2C=CC=NC1=2)=[N+](C)C)C.F[P-](F)(F)(F)(F)F.CCN(C(C)C)C(C)C.Cl.[NH2:58][C@@H:59]([CH:64]1[CH2:69][CH2:68][CH2:67][CH2:66][CH2:65]1)[C:60]([O:62][CH3:63])=[O:61], predict the reaction product. The product is: [CH:64]1([C@H:59]([NH:58][C:18]([C:17]2[CH:16]=[C:15]([CH:21]([CH3:23])[CH3:22])[S:14][C:13]=2[NH:12][C:10]([NH:9][C:3]2[C:4]([Cl:8])=[CH:5][CH:6]=[CH:7][C:2]=2[Cl:1])=[O:11])=[O:20])[C:60]([O:62][CH3:63])=[O:61])[CH2:69][CH2:68][CH2:67][CH2:66][CH2:65]1.